This data is from Full USPTO retrosynthesis dataset with 1.9M reactions from patents (1976-2016). The task is: Predict the reactants needed to synthesize the given product. (1) Given the product [CH2:1]([N:8]1[CH:13]=[C:12]([O:14][CH3:15])[C:11](=[O:16])[C:10]([C:28]2[N:24]([C:18]3[CH:19]=[CH:20][CH:21]=[CH:22][CH:23]=3)[N:25]=[CH:26][CH:27]=2)=[N:9]1)[C:2]1[CH:7]=[CH:6][CH:5]=[CH:4][CH:3]=1, predict the reactants needed to synthesize it. The reactants are: [CH2:1]([N:8]1[CH:13]=[C:12]([O:14][CH3:15])[C:11](=[O:16])[C:10](Cl)=[N:9]1)[C:2]1[CH:7]=[CH:6][CH:5]=[CH:4][CH:3]=1.[C:18]1([N:24]2[C:28](B3OC(C)(C)C(C)(C)O3)=[CH:27][CH:26]=[N:25]2)[CH:23]=[CH:22][CH:21]=[CH:20][CH:19]=1.C(=O)([O-])[O-].[K+].[K+]. (2) Given the product [F:11][C:10]([F:13])([F:12])[CH2:9][O:14][C:2]1[S:6][C:5]([CH:7]=[O:8])=[CH:4][CH:3]=1, predict the reactants needed to synthesize it. The reactants are: Br[C:2]1[S:6][C:5]([CH:7]=[O:8])=[CH:4][CH:3]=1.[CH2:9]([OH:14])[C:10]([F:13])([F:12])[F:11].C(=O)([O-])[O-].[K+].[K+].O. (3) The reactants are: FC1C=C(F)C(F)=CC=1S(Cl)(=O)=O.[F:14][C:15]1[CH:16]=[C:17]([S:23](Cl)(=[O:25])=[O:24])[CH:18]=[C:19]([F:22])[C:20]=1[F:21].[CH3:27][O:28][C:29]1[CH:42]=[C:41]([O:43][CH3:44])[CH:40]=[CH:39][C:30]=1[CH2:31][NH:32][C:33]1[S:37][N:36]=[C:35](C)[N:34]=1.COC1C=C(OC)C=CC=1CNC1SN=CN=1. Given the product [CH3:27][O:28][C:29]1[CH:42]=[C:41]([O:43][CH3:44])[CH:40]=[CH:39][C:30]=1[CH2:31][N:32]([C:33]1[S:37][N:36]=[CH:35][N:34]=1)[S:23]([C:17]1[CH:16]=[C:15]([F:14])[C:20]([F:21])=[C:19]([F:22])[CH:18]=1)(=[O:25])=[O:24], predict the reactants needed to synthesize it. (4) Given the product [CH3:34][O:33][C:31]1[CH:30]=[C:25]([CH:24]=[C:23](/[CH:22]=[CH:21]/[C:18]2[CH:17]=[N:16][C:15]([NH:11][C:10]3[CH:12]=[CH:13][C:7]([N:1]4[CH2:2][CH2:3][NH:4][CH2:5][CH2:6]4)=[CH:8][CH:9]=3)=[N:20][CH:19]=2)[CH:32]=1)[C:26]([O:28][CH3:29])=[O:27], predict the reactants needed to synthesize it. The reactants are: [N:1]1([C:7]2[CH:13]=[CH:12][C:10]([NH2:11])=[CH:9][CH:8]=2)[CH2:6][CH2:5][NH:4][CH2:3][CH2:2]1.Cl[C:15]1[N:20]=[CH:19][C:18](/[CH:21]=[CH:22]/[C:23]2[CH:24]=[C:25]([CH:30]=[C:31]([O:33][CH3:34])[CH:32]=2)[C:26]([O:28][CH3:29])=[O:27])=[CH:17][N:16]=1.C(O)(C(F)(F)F)=O. (5) Given the product [N:21]1[CH:22]=[CH:23][CH:24]=[CH:25][C:20]=1[NH:19][C:17]([C:15]1[N:16]=[C:11]2[CH:10]=[CH:9][C:8]([C:28]3[CH:29]=[CH:30][S:26][CH:27]=3)=[CH:13][N:12]2[CH:14]=1)=[O:18], predict the reactants needed to synthesize it. The reactants are: C(=O)([O-])[O-].[K+].[K+].I[C:8]1[CH:9]=[CH:10][C:11]2[N:12]([CH:14]=[C:15]([C:17]([NH:19][C:20]3[CH:25]=[CH:24][CH:23]=[CH:22][N:21]=3)=[O:18])[N:16]=2)[CH:13]=1.[S:26]1[CH:30]=[CH:29][C:28](B(O)O)=[CH:27]1. (6) Given the product [Cl:1][C:2]1[CH:12]=[C:11]([F:13])[CH:10]=[CH:9][C:3]=1[C:4]([NH:6][C:7]([NH:29][C:26]1[CH:27]=[CH:28][C:23]([N:19]2[N:18]=[C:17]([O:16][CH3:15])[O:21][C:20]2=[O:22])=[CH:24][C:25]=1[O:30][CH3:31])=[O:8])=[O:5], predict the reactants needed to synthesize it. The reactants are: [Cl:1][C:2]1[CH:12]=[C:11]([F:13])[CH:10]=[CH:9][C:3]=1[C:4]([N:6]=[C:7]=[O:8])=[O:5].Cl.[CH3:15][O:16][C:17]1[O:21][C:20](=[O:22])[N:19]([C:23]2[CH:28]=[CH:27][C:26]([NH2:29])=[C:25]([O:30][CH3:31])[CH:24]=2)[N:18]=1.C(N(CC)CC)C. (7) Given the product [Cl:1][C:2]1[CH:3]=[C:4]2[C:10]([C:11]3[N:16]=[C:15]([NH:17][C@H:18]4[CH2:23][CH2:22][CH2:21][C@@:20]([CH2:25][S:26]([CH3:29])(=[O:28])=[O:27])([OH:24])[CH2:19]4)[C:14]([F:30])=[CH:13][N:12]=3)=[CH:9][NH:8][C:5]2=[N:6][CH:7]=1, predict the reactants needed to synthesize it. The reactants are: [Cl:1][C:2]1[CH:3]=[C:4]2[C:10]([C:11]3[N:16]=[C:15]([NH:17][C@H:18]4[CH2:23][CH2:22][CH2:21][C@@:20]([CH2:25][S:26]([CH3:29])(=[O:28])=[O:27])([OH:24])[CH2:19]4)[C:14]([F:30])=[CH:13][N:12]=3)=[CH:9][N:8](S(C3C=CC(C)=CC=3)(=O)=O)[C:5]2=[N:6][CH:7]=1.C[O-].[Na+]. (8) Given the product [CH2:1]([O:3][C:4]([C:6]1[CH:7]=[C:8]2[N:13]([C:14]=1[Cl:15])[CH:12]=[CH:11][C:10]([CH2:16][N:17]1[CH:21]=[C:20]([C:22]([O:29][CH2:30][C:31]3[CH:32]=[CH:33][C:34]([N+:37]([O-:39])=[O:38])=[CH:35][CH:36]=3)([C:25]([F:26])([F:28])[F:27])[CH2:23][CH3:24])[N:19]=[N:18]1)=[CH:9]2)=[O:5])[CH3:2], predict the reactants needed to synthesize it. The reactants are: [CH2:1]([O:3][C:4]([C:6]1[CH:7]=[C:8]2[N:13]([C:14]=1[Cl:15])[CH:12]=[CH:11][C:10]([CH2:16][N:17]=[N+:18]=[N-:19])=[CH:9]2)=[O:5])[CH3:2].[CH2:20]([C:22]([O:29][C:30](=O)[C:31]1[CH:36]=[CH:35][C:34]([N+:37]([O-:39])=[O:38])=[CH:33][CH:32]=1)([C:25]([F:28])([F:27])[F:26])[C:23]#[CH:24])[CH3:21]. (9) Given the product [CH3:19][O:20][C:21](=[O:29])[C:22]1[CH:27]=[CH:26][C:25]([O:28][CH2:2][C:3]2[N:7]([CH3:8])[C:6]3[CH:9]=[CH:10][CH:11]=[CH:12][C:5]=3[N:4]=2)=[CH:24][CH:23]=1, predict the reactants needed to synthesize it. The reactants are: Cl[CH2:2][C:3]1[N:7]([CH3:8])[C:6]2[CH:9]=[CH:10][CH:11]=[CH:12][C:5]=2[N:4]=1.C(=O)([O-])[O-].[K+].[K+].[CH3:19][O:20][C:21](=[O:29])[C:22]1[CH:27]=[CH:26][C:25]([OH:28])=[CH:24][CH:23]=1.